From a dataset of Peptide-MHC class I binding affinity with 185,985 pairs from IEDB/IMGT. Regression. Given a peptide amino acid sequence and an MHC pseudo amino acid sequence, predict their binding affinity value. This is MHC class I binding data. (1) The peptide sequence is IVLLCYGGW. The MHC is HLA-A11:01 with pseudo-sequence HLA-A11:01. The binding affinity (normalized) is 0.0847. (2) The peptide sequence is SSVTSGDSV. The MHC is H-2-Db with pseudo-sequence H-2-Db. The binding affinity (normalized) is 0.285. (3) The peptide sequence is LLTTSGVSA. The MHC is HLA-A02:01 with pseudo-sequence HLA-A02:01. The binding affinity (normalized) is 0.0530. (4) The peptide sequence is LMHLVSLYK. The MHC is HLA-A03:01 with pseudo-sequence HLA-A03:01. The binding affinity (normalized) is 0.886. (5) The peptide sequence is LFPELECFF. The MHC is HLA-A02:16 with pseudo-sequence HLA-A02:16. The binding affinity (normalized) is 0.0847. (6) The peptide sequence is AILIRVRNA. The MHC is HLA-A02:01 with pseudo-sequence HLA-A02:01. The binding affinity (normalized) is 0.266.